Dataset: Reaction yield outcomes from USPTO patents with 853,638 reactions. Task: Predict the reaction yield, written as a fraction of the theoretical maximum amount of product (1.0 means a 100% yield; for example, 0.34 means a 34% yield). The reactants are Br[C:2]1[CH:7]=[CH:6][C:5]([CH2:8][C@H:9]([N:20]([CH2:28][C:29]2[CH:34]=[CH:33][CH:32]=[CH:31][CH:30]=2)[CH2:21][C:22]2[CH:27]=[CH:26][CH:25]=[CH:24][CH:23]=2)[C:10]([O:12][CH2:13][C:14]2[CH:19]=[CH:18][CH:17]=[CH:16][CH:15]=2)=[O:11])=[CH:4][CH:3]=1.[Li+].[Cl-].C([Sn](CCCC)(CCCC)[C:42]1[CH:47]=[CH:46][CH:45]=[CH:44][N:43]=1)CCC. The yield is 0.720. The catalyst is CN(C=O)C.C1C=CC([P]([Pd]([P](C2C=CC=CC=2)(C2C=CC=CC=2)C2C=CC=CC=2)([P](C2C=CC=CC=2)(C2C=CC=CC=2)C2C=CC=CC=2)[P](C2C=CC=CC=2)(C2C=CC=CC=2)C2C=CC=CC=2)(C2C=CC=CC=2)C2C=CC=CC=2)=CC=1. The product is [CH2:21]([N:20]([CH2:28][C:29]1[CH:34]=[CH:33][CH:32]=[CH:31][CH:30]=1)[C@@H:9]([CH2:8][C:5]1[CH:6]=[CH:7][C:2]([C:42]2[CH:47]=[CH:46][CH:45]=[CH:44][N:43]=2)=[CH:3][CH:4]=1)[C:10]([O:12][CH2:13][C:14]1[CH:19]=[CH:18][CH:17]=[CH:16][CH:15]=1)=[O:11])[C:22]1[CH:27]=[CH:26][CH:25]=[CH:24][CH:23]=1.